From a dataset of Full USPTO retrosynthesis dataset with 1.9M reactions from patents (1976-2016). Predict the reactants needed to synthesize the given product. (1) Given the product [C:31]([N:1]1[CH2:6][CH2:5][CH:4]([NH:7][C:8]([C:10]2[N:11]([CH2:19][C:20]3[CH:24]=[C:23]([C:25]4[S:26][C:27]([Cl:30])=[CH:28][CH:29]=4)[O:22][N:21]=3)[C:12]3[C:17]([CH:18]=2)=[CH:16][CH:15]=[CH:14][CH:13]=3)=[O:9])[CH2:3][CH2:2]1)(=[O:33])[CH3:32], predict the reactants needed to synthesize it. The reactants are: [NH:1]1[CH2:6][CH2:5][CH:4]([NH:7][C:8]([C:10]2[N:11]([CH2:19][C:20]3[CH:24]=[C:23]([C:25]4[S:26][C:27]([Cl:30])=[CH:28][CH:29]=4)[O:22][N:21]=3)[C:12]3[C:17]([CH:18]=2)=[CH:16][CH:15]=[CH:14][CH:13]=3)=[O:9])[CH2:3][CH2:2]1.[C:31](OC(=O)C)(=[O:33])[CH3:32]. (2) Given the product [CH3:33][N:32]([CH3:25])[CH2:36][CH2:35][CH2:37][NH:18][C:16]([C:15]1[CH:14]=[C:13]2[C:9]([CH:10]=[N:11][N:12]2[CH2:19][CH:20]([CH3:22])[CH3:21])=[CH:8][C:7]=1[O:6][C:5]1[CH:23]=[CH:24][C:2]([F:1])=[CH:3][CH:4]=1)=[O:17], predict the reactants needed to synthesize it. The reactants are: [F:1][C:2]1[CH:24]=[CH:23][C:5]([O:6][C:7]2[CH:8]=[C:9]3[C:13](=[CH:14][C:15]=2[C:16]([NH2:18])=[O:17])[N:12]([CH2:19][CH:20]([CH3:22])[CH3:21])[N:11]=[CH:10]3)=[CH:4][CH:3]=1.[C:25]([N:32]1[CH:36]=[CH:35]N=[CH:33]1)(N1C=CN=C1)=O.[CH2:37]1COCC1. (3) Given the product [Cl:1][C:2]1[CH:7]=[C:6]([Cl:8])[CH:5]=[CH:4][C:3]=1[S:9]([NH:12][CH2:13][C:14](=[O:36])[CH2:15][NH:16][C:17]([C@@H:19]([NH:24][C:25]([C:27]1[S:28][C:29]2[CH:35]=[CH:34][CH:33]=[CH:32][C:30]=2[CH:31]=1)=[O:26])[CH2:20][CH:21]([CH3:23])[CH3:22])=[O:18])(=[O:10])=[O:11], predict the reactants needed to synthesize it. The reactants are: [Cl:1][C:2]1[CH:7]=[C:6]([Cl:8])[CH:5]=[CH:4][C:3]=1[S:9]([NH:12][CH2:13][C@H:14]([OH:36])[CH2:15][NH:16][C:17]([C@@H:19]([NH:24][C:25]([C:27]1[S:28][C:29]2[CH:35]=[CH:34][CH:33]=[CH:32][C:30]=2[CH:31]=1)=[O:26])[CH2:20][CH:21]([CH3:23])[CH3:22])=[O:18])(=[O:11])=[O:10].CC(OI1(OC(C)=O)(OC(C)=O)OC(=O)C2C=CC=CC1=2)=O. (4) Given the product [C:36]1([S:2][C:5]2[N:10]=[C:9]([C:11]3[C:19]4[C:14](=[N:15][CH:16]=[C:17]([C:20]([F:23])([F:22])[F:21])[CH:18]=4)[NH:13][CH:12]=3)[C:8]([C:34]#[N:35])=[CH:7][N:6]=2)[CH:41]=[CH:40][CH:39]=[CH:38][CH:37]=1, predict the reactants needed to synthesize it. The reactants are: C[S:2]([C:5]1[N:10]=[C:9]([C:11]2[C:19]3[C:14](=[N:15][CH:16]=[C:17]([C:20]([F:23])([F:22])[F:21])[CH:18]=3)[N:13](S(C3C=CC(C)=CC=3)(=O)=O)[CH:12]=2)[C:8]([C:34]#[N:35])=[CH:7][N:6]=1)(=O)=O.[C:36]1(S)[CH:41]=[CH:40][CH:39]=[CH:38][CH:37]=1.CCN(C(C)C)C(C)C.O[Li].O. (5) Given the product [NH2:1][C:2]1[CH:9]=[CH:8][C:7]([Br:10])=[CH:6][C:3]=1[CH2:4][OH:5], predict the reactants needed to synthesize it. The reactants are: [NH2:1][C:2]1[CH:9]=[CH:8][CH:7]=[CH:6][C:3]=1[CH2:4][OH:5].[Br:10]C1C(=O)C(Br)=CC(Br)(Br)C=1. (6) Given the product [ClH:23].[CH3:1][C:2]1[N:3]=[C:4]2[CH:12]=[CH:11][CH:10]=[C:9]3[N:5]2[C:6]=1[C:7](=[O:22])[N:8]3[CH2:13][CH2:14][CH2:15][CH2:16][NH:17][S:18]([CH3:21])(=[O:19])=[O:20], predict the reactants needed to synthesize it. The reactants are: [CH3:1][C:2]1[N:3]=[C:4]2[CH:12]=[CH:11][CH:10]=[C:9]3[N:5]2[C:6]=1[C:7](=[O:22])[N:8]3[CH2:13][CH2:14][CH2:15][CH2:16][NH:17][S:18]([CH3:21])(=[O:20])=[O:19].[ClH:23]. (7) The reactants are: [CH:1]1([N:4]([CH:18]2[CH2:23][CH2:22][NH:21][CH2:20][CH2:19]2)[C:5](=[O:17])[C:6]2[CH:11]=[CH:10][C:9]([C:12]3[O:16][CH:15]=[N:14][CH:13]=3)=[CH:8][CH:7]=2)[CH2:3][CH2:2]1.F[C:25]1[CH:30]=[CH:29][C:28]([CH3:31])=[CH:27][N:26]=1. Given the product [CH:1]1([N:4]([CH:18]2[CH2:23][CH2:22][N:21]([C:25]3[CH:30]=[CH:29][C:28]([CH3:31])=[CH:27][N:26]=3)[CH2:20][CH2:19]2)[C:5](=[O:17])[C:6]2[CH:7]=[CH:8][C:9]([C:12]3[O:16][CH:15]=[N:14][CH:13]=3)=[CH:10][CH:11]=2)[CH2:3][CH2:2]1, predict the reactants needed to synthesize it. (8) The reactants are: [O:1]=[C:2]1[NH:7][C:6]2[CH:8]=[C:9]([C:12]#[N:13])[CH:10]=[CH:11][C:5]=2[O:4][CH2:3]1.[H-].[Na+].CS(O[CH2:21][CH2:22][C@H:23]1[CH2:28][CH2:27][C@H:26]([NH:29][C:30]([O:32][C:33]([CH3:36])([CH3:35])[CH3:34])=[O:31])[CH2:25][CH2:24]1)(=O)=O.COC1C=C2C(C=CC(=O)N2CCN2CCC(NC(=O)OC(C)(C)C)CC2)=CC=1. Given the product [C:12]([C:9]1[CH:10]=[CH:11][C:5]2[O:4][CH2:3][C:2](=[O:1])[N:7]([CH2:21][CH2:22][C@H:23]3[CH2:24][CH2:25][C@H:26]([NH:29][C:30](=[O:31])[O:32][C:33]([CH3:36])([CH3:35])[CH3:34])[CH2:27][CH2:28]3)[C:6]=2[CH:8]=1)#[N:13], predict the reactants needed to synthesize it. (9) The reactants are: [CH3:1][O:2][C:3]1[CH:8]=[C:7]([O:9][CH3:10])[N:6]=[C:5]([O:11][C@H:12]2[C@:15]3([C:35]4[CH:40]=[CH:39][CH:38]=[CH:37][CH:36]=4)[C:16]4[CH:34]=[CH:33][CH:32]=[CH:31][C:17]=4[N:18]([CH2:21][C:22]4[C:27]([F:28])=[CH:26][C:25]([F:29])=[CH:24][C:23]=4[F:30])[CH2:19][CH2:20][N:14]3[C:13]2=[O:41])[N:4]=1.[OH:42][Li].O. Given the product [CH3:10][O:9][C:7]1[CH:8]=[C:3]([O:2][CH3:1])[N:4]=[C:5]([O:11][C@@H:12]([C@@:15]2([C:35]3[CH:36]=[CH:37][CH:38]=[CH:39][CH:40]=3)[NH:14][CH2:20][CH2:19][N:18]([CH2:21][C:22]3[C:27]([F:28])=[CH:26][C:25]([F:29])=[CH:24][C:23]=3[F:30])[C:17]3[CH:31]=[CH:32][CH:33]=[CH:34][C:16]2=3)[C:13]([OH:42])=[O:41])[N:6]=1, predict the reactants needed to synthesize it.